From a dataset of Reaction yield outcomes from USPTO patents with 853,638 reactions. Predict the reaction yield, written as a fraction of the theoretical maximum amount of product (1.0 means a 100% yield; for example, 0.34 means a 34% yield). (1) The reactants are [F:1][C:2]1[CH:11]=[C:10]([N+:12]([O-:14])=[O:13])[C:9]([F:15])=[CH:8][C:3]=1[C:4](OC)=[O:5].CC(C[AlH]CC(C)C)C. The catalyst is C1COCC1. The product is [F:1][C:2]1[CH:11]=[C:10]([N+:12]([O-:14])=[O:13])[C:9]([F:15])=[CH:8][C:3]=1[CH2:4][OH:5]. The yield is 0.860. (2) The reactants are [CH3:1][O:2][C:3]1[CH:9]=[CH:8][C:6]([NH2:7])=[CH:5][CH:4]=1.C([O:12][CH:13]=[C:14]([C:20](OCC)=O)[C:15]([O:17][CH2:18][CH3:19])=[O:16])C. The catalyst is O(C1C=CC=CC=1)C1C=CC=CC=1. The product is [OH:12][C:13]1[C:8]2[C:6](=[CH:5][CH:4]=[C:3]([O:2][CH3:1])[CH:9]=2)[N:7]=[CH:20][C:14]=1[C:15]([O:17][CH2:18][CH3:19])=[O:16]. The yield is 0.170. (3) The reactants are [CH3:1][C:2]([CH3:7])([CH3:6])[C:3]([NH2:5])=[O:4].C(Cl)(=O)[C:9](Cl)=[O:10].[NH2:14][C:15]1[N:20]=[C:19]([CH3:21])[C:18]([O:22][C:23]2[CH:28]=[CH:27][N:26]=[C:25]([NH:29][C:30](=[O:33])[CH2:31][CH3:32])[CH:24]=2)=[CH:17][CH:16]=1. The catalyst is ClCCCl.C1COCC1. The product is [CH3:21][C:19]1[N:20]=[C:15]([NH:14][C:9]([NH:5][C:3](=[O:4])[C:2]([CH3:7])([CH3:6])[CH3:1])=[O:10])[CH:16]=[CH:17][C:18]=1[O:22][C:23]1[CH:28]=[CH:27][N:26]=[C:25]([NH:29][C:30](=[O:33])[CH2:31][CH3:32])[CH:24]=1. The yield is 0.590. (4) The product is [I-:17].[CH3:15][N+:2]([CH3:16])([CH3:1])[CH2:3][C:4]1[CH:5]=[C:6]([O:13][CH3:14])[C:7]([OH:12])=[C:8]([O:10][CH3:11])[CH:9]=1. The catalyst is O1CCOCC1. The reactants are [CH3:1][N:2]([CH3:15])[CH2:3][C:4]1[CH:9]=[C:8]([O:10][CH3:11])[C:7]([OH:12])=[C:6]([O:13][CH3:14])[CH:5]=1.[CH3:16][I:17]. The yield is 0.990. (5) The reactants are [CH2:1]([CH:3]1[CH2:11][C:6]2([O:10][CH2:9][CH2:8][O:7]2)[CH2:5][CH:4]1[C:12]([NH:14][NH:15][C:16]1[N:17]=[C:18]2[CH:24]=[CH:23][N:22]([S:25]([C:28]3[CH:34]=[CH:33][C:31]([CH3:32])=[CH:30][CH:29]=3)(=[O:27])=[O:26])[C:19]2=[N:20][CH:21]=1)=O)[CH3:2].O1CCOCC1.CCN(C(C)C)C(C)C.S(Cl)(Cl)=O. The catalyst is C(Cl)Cl. The product is [CH2:1]([CH:3]1[CH2:11][C:6]2([O:7][CH2:8][CH2:9][O:10]2)[CH2:5][CH:4]1[C:12]1[N:17]2[C:18]3[CH:24]=[CH:23][N:22]([S:25]([C:28]4[CH:29]=[CH:30][C:31]([CH3:32])=[CH:33][CH:34]=4)(=[O:27])=[O:26])[C:19]=3[N:20]=[CH:21][C:16]2=[N:15][N:14]=1)[CH3:2]. The yield is 0.640. (6) The reactants are [CH3:1][O:2][C:3]1[CH:4]=[C:5]([CH2:13][CH2:14][C@H:15]([C:17]2[CH:22]=[CH:21][CH:20]=[C:19]([O:23][CH2:24][C:25]([O:27][C:28]([CH3:31])([CH3:30])[CH3:29])=[O:26])[CH:18]=2)[OH:16])[CH:6]=[C:7]([O:11][CH3:12])[C:8]=1[O:9][CH3:10].[O:32]=[C:33]([N:41]1[CH2:46][CH2:45][CH2:44][CH2:43][C@H:42]1[C:47](O)=[O:48])[C:34](=[O:40])[C:35]([CH3:39])([CH3:38])[CH2:36][CH3:37].C1(N=C=NC2CCCCC2)CCCCC1. The catalyst is C(Cl)Cl.CN(C)C1C=CN=CC=1. The product is [CH3:38][C:35]([CH3:39])([CH2:36][CH3:37])[C:34](=[O:40])[C:33]([N:41]1[CH2:46][CH2:45][CH2:44][CH2:43][C@H:42]1[C:47]([O:16][C@@H:15]([C:17]1[CH:22]=[CH:21][CH:20]=[C:19]([O:23][CH2:24][C:25]([O:27][C:28]([CH3:31])([CH3:30])[CH3:29])=[O:26])[CH:18]=1)[CH2:14][CH2:13][C:5]1[CH:4]=[C:3]([O:2][CH3:1])[C:8]([O:9][CH3:10])=[C:7]([O:11][CH3:12])[CH:6]=1)=[O:48])=[O:32]. The yield is 0.780. (7) The reactants are [Br:1][C:2]1[CH:3]=[C:4]2[C:8](=[CH:9][CH:10]=1)[NH:7][N:6]=[C:5]2/[CH:11]=[C:12]1\[O:13][C:14]2[C:21]([CH2:22][N:23]3[CH2:28][CH2:27][N:26](C(OC(C)(C)C)=O)[CH2:25][CH2:24]3)=[C:20]([O:36][CH3:37])[CH:19]=[CH:18][C:15]=2[C:16]\1=[O:17].FC(F)(F)C(O)=O. The catalyst is C(Cl)Cl. The product is [Br:1][C:2]1[CH:3]=[C:4]2[C:8](=[CH:9][CH:10]=1)[NH:7][N:6]=[C:5]2/[CH:11]=[C:12]1\[O:13][C:14]2[C:21]([CH2:22][N:23]3[CH2:24][CH2:25][NH:26][CH2:27][CH2:28]3)=[C:20]([O:36][CH3:37])[CH:19]=[CH:18][C:15]=2[C:16]\1=[O:17]. The yield is 0.650. (8) The reactants are [Cl:1][C:2]1[CH:7]=[CH:6][C:5]([S:8]([C:11](=[C:14]([NH:17][C:18]2[CH:23]=[CH:22][CH:21]=[C:20]([C:24]#[N:25])[CH:19]=2)SC)[C:12]#[N:13])(=[O:10])=[O:9])=[CH:4][CH:3]=1.[NH2:26][CH:27]([C:29]([CH3:32])([CH3:31])[CH3:30])[CH3:28]. No catalyst specified. The product is [Cl:1][C:2]1[CH:7]=[CH:6][C:5]([S:8]([C:11](=[C:14]([NH:17][C:18]2[CH:23]=[CH:22][CH:21]=[C:20]([C:24]#[N:25])[CH:19]=2)[NH:26][CH:27]([CH3:28])[C:29]([CH3:32])([CH3:31])[CH3:30])[C:12]#[N:13])(=[O:10])=[O:9])=[CH:4][CH:3]=1. The yield is 0.250. (9) The reactants are [Cl-].O[NH3+:3].[C:4](=[O:7])([O-])[OH:5].[Na+].CS(C)=O.[CH:13]([O:17][C:18]1[CH:23]=[CH:22][C:21]([N:24]2[C:29](=[O:30])[C:28]([CH2:31][C:32]3[CH:37]=[CH:36][C:35]([C:38]4[C:39]([C:44]#[N:45])=[CH:40][CH:41]=[CH:42][CH:43]=4)=[CH:34][CH:33]=3)=[C:27]([CH2:46][CH2:47][CH3:48])[N:26]=[C:25]2[CH3:49])=[CH:20][CH:19]=1)([CH2:15][CH3:16])[CH3:14]. The catalyst is O.C(OCC)(=O)C. The product is [CH:13]([O:17][C:18]1[CH:19]=[CH:20][C:21]([N:24]2[C:29](=[O:30])[C:28]([CH2:31][C:32]3[CH:33]=[CH:34][C:35]([C:38]4[CH:43]=[CH:42][CH:41]=[CH:40][C:39]=4[C:44]4[NH:3][C:4](=[O:7])[O:5][N:45]=4)=[CH:36][CH:37]=3)=[C:27]([CH2:46][CH2:47][CH3:48])[N:26]=[C:25]2[CH3:49])=[CH:22][CH:23]=1)([CH2:15][CH3:16])[CH3:14]. The yield is 0.490. (10) The reactants are [CH2:1]([C:8]1[N:9]=[C:10]([NH2:13])[NH:11][N:12]=1)[C:2]1[CH:7]=[CH:6][CH:5]=[CH:4][CH:3]=1.[CH3:14][O:15][C:16]1[CH:21]=[CH:20][C:19]([C:22](=O)[CH2:23][C:24](OCC)=[O:25])=[CH:18][CH:17]=1. The catalyst is C(O)(=O)C. The product is [CH2:1]([C:8]1[N:9]=[C:10]2[NH:13][C:22]([C:19]3[CH:18]=[CH:17][C:16]([O:15][CH3:14])=[CH:21][CH:20]=3)=[CH:23][C:24](=[O:25])[N:11]2[N:12]=1)[C:2]1[CH:3]=[CH:4][CH:5]=[CH:6][CH:7]=1. The yield is 0.0800.